From a dataset of NCI-60 drug combinations with 297,098 pairs across 59 cell lines. Regression. Given two drug SMILES strings and cell line genomic features, predict the synergy score measuring deviation from expected non-interaction effect. Drug 1: C1C(C(OC1N2C=NC(=NC2=O)N)CO)O. Drug 2: CC1C(C(CC(O1)OC2CC(CC3=C2C(=C4C(=C3O)C(=O)C5=CC=CC=C5C4=O)O)(C(=O)C)O)N)O. Cell line: BT-549. Synergy scores: CSS=40.5, Synergy_ZIP=0.514, Synergy_Bliss=-3.63, Synergy_Loewe=-31.0, Synergy_HSA=-2.08.